From a dataset of Forward reaction prediction with 1.9M reactions from USPTO patents (1976-2016). Predict the product of the given reaction. (1) Given the reactants [C:1]1(/[CH:7]=[CH:8]/[CH2:9][CH2:10][OH:11])[CH:6]=[CH:5][CH:4]=[CH:3][CH:2]=1.CCN(CC)CC.Cl[S:20]([N:23]=C=O)(=[O:22])=[O:21].C(O)=O, predict the reaction product. The product is: [S:20](=[O:22])(=[O:21])([O:11][CH2:10][CH2:9]/[CH:8]=[CH:7]/[C:1]1[CH:6]=[CH:5][CH:4]=[CH:3][CH:2]=1)[NH2:23]. (2) The product is: [CH2:15]([N:22]1[CH2:29][CH:28]2[O:30][CH:24]([CH2:25][N:26]([CH:2]([C:8]([O:10][CH2:11][CH3:12])=[O:9])[C:3]([O:5][CH2:6][CH3:7])=[O:4])[CH2:27]2)[CH2:23]1)[C:16]1[CH:17]=[CH:18][CH:19]=[CH:20][CH:21]=1. Given the reactants Br[CH:2]([C:8]([O:10][CH2:11][CH3:12])=[O:9])[C:3]([O:5][CH2:6][CH3:7])=[O:4].Cl.Cl.[CH2:15]([N:22]1[CH2:29][CH:28]2[O:30][CH:24]([CH2:25][NH:26][CH2:27]2)[CH2:23]1)[C:16]1[CH:21]=[CH:20][CH:19]=[CH:18][CH:17]=1.C(=O)([O-])[O-].[K+].[K+], predict the reaction product. (3) Given the reactants [O-]S(C(F)(F)F)(=O)=O.[C:9]1([S+:15]([C:26]2[CH:31]=[CH:30][CH:29]=[CH:28][CH:27]=2)[C:16]2[CH:21]=[CH:20][CH:19]=[C:18]([C:22]([F:25])([F:24])[F:23])[CH:17]=2)[CH:14]=[CH:13][CH:12]=[CH:11][CH:10]=1.[F:32][C:33]([F:88])([F:87])[C:34]1[CH:35]=[C:36]([B-:44]([C:73]2[CH:78]=[C:77]([C:79]([F:82])([F:81])[F:80])[CH:76]=[C:75]([C:83]([F:86])([F:85])[F:84])[CH:74]=2)([C:59]2[CH:64]=[C:63]([C:65]([F:68])([F:67])[F:66])[CH:62]=[C:61]([C:69]([F:72])([F:71])[F:70])[CH:60]=2)[C:45]2[CH:50]=[C:49]([C:51]([F:54])([F:53])[F:52])[CH:48]=[C:47]([C:55]([F:58])([F:57])[F:56])[CH:46]=2)[CH:37]=[C:38]([C:40]([F:43])([F:42])[F:41])[CH:39]=1.[Na+].O, predict the reaction product. The product is: [F:82][C:79]([F:80])([F:81])[C:77]1[CH:78]=[C:73]([B-:44]([C:45]2[CH:50]=[C:49]([C:51]([F:54])([F:53])[F:52])[CH:48]=[C:47]([C:55]([F:57])([F:58])[F:56])[CH:46]=2)([C:59]2[CH:64]=[C:63]([C:65]([F:66])([F:67])[F:68])[CH:62]=[C:61]([C:69]([F:70])([F:71])[F:72])[CH:60]=2)[C:36]2[CH:37]=[C:38]([C:40]([F:43])([F:42])[F:41])[CH:39]=[C:34]([C:33]([F:32])([F:87])[F:88])[CH:35]=2)[CH:74]=[C:75]([C:83]([F:86])([F:85])[F:84])[CH:76]=1.[C:9]1([S+:15]([C:26]2[CH:31]=[CH:30][CH:29]=[CH:28][CH:27]=2)[C:16]2[CH:21]=[CH:20][CH:19]=[C:18]([C:22]([F:25])([F:23])[F:24])[CH:17]=2)[CH:10]=[CH:11][CH:12]=[CH:13][CH:14]=1. (4) The product is: [Br:1][C:2]1[CH:14]=[CH:13][C:12]2[C:11]3[C:6](=[CH:7][C:8]([Br:15])=[CH:9][CH:10]=3)[CH:5]([CH3:16])[C:4]=2[CH:3]=1. Given the reactants [Br:1][C:2]1[CH:14]=[CH:13][C:12]2[C:11]3[C:6](=[CH:7][C:8]([Br:15])=[CH:9][CH:10]=3)[CH2:5][C:4]=2[CH:3]=1.[CH2:16]([Li])CCC.CI.ClCCl, predict the reaction product. (5) The product is: [CH3:1][N:2]([N:12]1[CH2:20][C:19]2[C:14](=[CH:15][CH:16]=[CH:17][C:18]=2[NH2:21])[C:13]1=[O:24])[C@H:3]([C:9]([OH:11])=[O:10])[CH2:4][CH2:5][C:6](=[O:8])[NH2:7]. Given the reactants [CH3:1][N:2]([N:12]1[CH2:20][C:19]2[C:14](=[CH:15][CH:16]=[CH:17][C:18]=2[N+:21]([O-])=O)[C:13]1=[O:24])[C@H:3]([C:9]([OH:11])=[O:10])[CH2:4][CH2:5][C:6](=[O:8])[NH2:7], predict the reaction product.